This data is from Reaction yield outcomes from USPTO patents with 853,638 reactions. The task is: Predict the reaction yield, written as a fraction of the theoretical maximum amount of product (1.0 means a 100% yield; for example, 0.34 means a 34% yield). (1) The reactants are C([O:9][C@H:10]1[C@@H:15]([O:16][CH2:17][C:18]2[CH:23]=[CH:22][CH:21]=[CH:20][CH:19]=2)[C@H:14]([O:24][CH2:25][C:26]2[CH:31]=[CH:30][CH:29]=[CH:28][CH:27]=2)[C@@H:13]([CH2:32][O:33][CH2:34][C:35]2[CH:40]=[CH:39][CH:38]=[CH:37][CH:36]=2)[O:12][C@@H:11]1[O:41][C@H:42]1[C@@H:60]([O:61][CH2:62][C:63]2[CH:68]=[CH:67][CH:66]=[CH:65][CH:64]=2)[C@H:59]([O:69][CH2:70][C:71]2[CH:76]=[CH:75][CH:74]=[CH:73][CH:72]=2)[C@@H:58]([CH2:77][O:78][CH2:79][C:80]2[CH:85]=[CH:84][CH:83]=[CH:82][CH:81]=2)[O:57][C@@H:43]1[O:44][CH2:45][CH2:46][CH2:47][CH2:48][CH2:49][CH2:50][CH2:51][CH2:52][C:53]([O:55][CH3:56])=[O:54])(=O)C1C=CC=CC=1.[Na]. The catalyst is C1(C)C=CC=CC=1.CO. The product is [CH2:17]([O:16][C@H:15]1[C@H:14]([O:24][CH2:25][C:26]2[CH:31]=[CH:30][CH:29]=[CH:28][CH:27]=2)[C@@H:13]([CH2:32][O:33][CH2:34][C:35]2[CH:40]=[CH:39][CH:38]=[CH:37][CH:36]=2)[O:12][C@H:11]([O:41][C@H:42]2[C@@H:60]([O:61][CH2:62][C:63]3[CH:68]=[CH:67][CH:66]=[CH:65][CH:64]=3)[C@H:59]([O:69][CH2:70][C:71]3[CH:72]=[CH:73][CH:74]=[CH:75][CH:76]=3)[C@@H:58]([CH2:77][O:78][CH2:79][C:80]3[CH:81]=[CH:82][CH:83]=[CH:84][CH:85]=3)[O:57][C@@H:43]2[O:44][CH2:45][CH2:46][CH2:47][CH2:48][CH2:49][CH2:50][CH2:51][CH2:52][C:53]([O:55][CH3:56])=[O:54])[C@H:10]1[OH:9])[C:18]1[CH:19]=[CH:20][CH:21]=[CH:22][CH:23]=1. The yield is 0.900. (2) The reactants are NC1C=CC(C2C=CC([C:14](=[O:30])[CH2:15][CH:16]([CH2:22][CH2:23][C:24]3[CH:29]=[CH:28][CH:27]=[CH:26][CH:25]=3)[C:17]([O:19]CC)=[O:18])=CC=2)=CC=1.C(S(Cl)(=O)=O)CCC.N1C=CC=CC=1.[OH-].[Na+]. The catalyst is ClCCl.O1CCCC1. The product is [O:30]=[CH:14][CH2:15][CH:16]([CH2:22][CH2:23][C:24]1[CH:25]=[CH:26][CH:27]=[CH:28][CH:29]=1)[C:17]([OH:19])=[O:18]. The yield is 0.270. (3) The reactants are [Br:1][CH2:2][CH2:3][O:4][C:5]1[CH:12]=[CH:11][C:8]([CH:9]=[O:10])=[CH:7][C:6]=1[O:13][CH3:14].[N+:15]([O-])([OH:17])=[O:16]. No catalyst specified. The product is [Br:1][CH2:2][CH2:3][O:4][C:5]1[C:6]([O:13][CH3:14])=[CH:7][C:8]([CH:9]=[O:10])=[C:11]([N+:15]([O-:17])=[O:16])[CH:12]=1. The yield is 0.730. (4) The product is [F:35][C:36]([F:50])([F:49])[C:37]1[CH:38]=[C:39]([CH:42]=[C:43]([C:45]([F:48])([F:47])[F:46])[CH:44]=1)[CH2:40][N:2]([CH3:1])[C:3](=[O:24])[C:4]1[C:9]([C:10]2[CH:15]=[CH:14][CH:13]=[CH:12][C:11]=2[CH3:16])=[CH:8][C:7]([N:17]2[CH2:22][CH2:21][N:20]([CH3:23])[CH2:19][CH2:18]2)=[N:6][CH:5]=1. The catalyst is O1CCCC1. The yield is 0.740. The reactants are [CH3:1][NH:2][C:3](=[O:24])[C:4]1[C:9]([C:10]2[CH:15]=[CH:14][CH:13]=[CH:12][C:11]=2[CH3:16])=[CH:8][C:7]([N:17]2[CH2:22][CH2:21][N:20]([CH3:23])[CH2:19][CH2:18]2)=[N:6][CH:5]=1.C[Si](C)(C)[N-][Si](C)(C)C.[K+].[F:35][C:36]([F:50])([F:49])[C:37]1[CH:38]=[C:39]([CH:42]=[C:43]([C:45]([F:48])([F:47])[F:46])[CH:44]=1)[CH2:40]Br. (5) The reactants are [CH2:1]([O:8][CH2:9][CH2:10][CH2:11][O:12][C:13]1[CH:14]=[N:15][C:16]([CH:19]2[CH2:24][CH2:23][N:22](C(OC(C)(C)C)=O)[CH2:21][CH:20]2[O:32][CH2:33][C:34]2[CH:43]=[CH:42][C:41]3[C:36](=[CH:37][CH:38]=[CH:39][CH:40]=3)[CH:35]=2)=[N:17][CH:18]=1)[C:2]1[CH:7]=[CH:6][CH:5]=[CH:4][CH:3]=1.[F:44][C:45]([F:50])([F:49])[C:46]([OH:48])=[O:47]. The catalyst is C(Cl)Cl. The product is [F:44][C:45]([F:50])([F:49])[C:46]([OH:48])=[O:47].[CH2:1]([O:8][CH2:9][CH2:10][CH2:11][O:12][C:13]1[CH:14]=[N:15][C:16]([CH:19]2[CH2:24][CH2:23][NH:22][CH2:21][CH:20]2[O:32][CH2:33][C:34]2[CH:43]=[CH:42][C:41]3[C:36](=[CH:37][CH:38]=[CH:39][CH:40]=3)[CH:35]=2)=[N:17][CH:18]=1)[C:2]1[CH:7]=[CH:6][CH:5]=[CH:4][CH:3]=1. The yield is 0.600. (6) The reactants are [CH2:1]([O:8][C:9]1[CH:14]=[CH:13][CH:12]=[CH:11][C:10]=1[NH:15][C:16](=[O:34])[NH:17][C:18]1[CH:23]=[CH:22][C:21]([CH2:24][C:25]([O:27]C(C)(C)C)=[O:26])=[CH:20][C:19]=1[O:32][CH3:33])[C:2]1[CH:7]=[CH:6][CH:5]=[CH:4][CH:3]=1.C(O)(C(F)(F)F)=O. The catalyst is C(Cl)Cl. The product is [CH2:1]([O:8][C:9]1[CH:14]=[CH:13][CH:12]=[CH:11][C:10]=1[NH:15][C:16](=[O:34])[NH:17][C:18]1[CH:23]=[CH:22][C:21]([CH2:24][C:25]([OH:27])=[O:26])=[CH:20][C:19]=1[O:32][CH3:33])[C:2]1[CH:7]=[CH:6][CH:5]=[CH:4][CH:3]=1. The yield is 0.770.